From a dataset of Full USPTO retrosynthesis dataset with 1.9M reactions from patents (1976-2016). Predict the reactants needed to synthesize the given product. (1) Given the product [F:22][C:2]([F:1])([F:21])[O:3][C:4]1[CH:5]=[C:6]([C:10]2[CH:11]=[CH:12][C:13]3[N:14]=[CH:15][N:16]=[C:17]([NH:20][C:53](=[O:54])[C:48]4[CH:49]=[CH:50][CH:51]=[CH:52][N:47]=4)[C:18]=3[N:19]=2)[CH:7]=[CH:8][CH:9]=1, predict the reactants needed to synthesize it. The reactants are: [F:1][C:2]([F:22])([F:21])[O:3][C:4]1[CH:5]=[C:6]([C:10]2[CH:11]=[CH:12][C:13]3[N:14]=[CH:15][N:16]=[C:17]([NH2:20])[C:18]=3[N:19]=2)[CH:7]=[CH:8][CH:9]=1.CN(C(ON1N=NC2C=CC=NC1=2)=[N+](C)C)C.F[P-](F)(F)(F)(F)F.[N:47]1[CH:52]=[CH:51][CH:50]=[CH:49][C:48]=1[C:53](O)=[O:54].CCN(C(C)C)C(C)C. (2) Given the product [CH3:15][C:13]1([CH3:16])[C:12]([CH3:17])([CH3:18])[O:11][B:10]([C:8]2[NH:7][C:6]3[CH2:2][NH:3][C:4](=[O:19])[C:5]=3[CH:9]=2)[O:14]1, predict the reactants needed to synthesize it. The reactants are: C[C@@H:2]1[C:6]2[NH:7][C:8]([B:10]3[O:14][C:13]([CH3:16])([CH3:15])[C:12]([CH3:18])([CH3:17])[O:11]3)=[CH:9][C:5]=2[C:4](=[O:19])[NH:3]1.N1C=CC2C(=O)NCC1=2. (3) Given the product [N:72]1([CH2:77][C@@H:78]2[C@H:79]([NH:83][C:23](=[O:25])/[C:22](=[N:21]\[O:20][C:17]3([C:15]([O:14][CH:1]([C:8]4[CH:13]=[CH:12][CH:11]=[CH:10][CH:9]=4)[C:2]4[CH:3]=[CH:4][CH:5]=[CH:6][CH:7]=4)=[O:16])[CH2:18][CH2:19]3)/[C:26]3[N:27]=[C:28]([NH:31][C:32]([O:34][C:35]([CH3:36])([CH3:37])[CH3:38])=[O:33])[S:29][CH:30]=3)[C:80](=[O:82])[NH:81]2)[CH:76]=[N:75][CH:74]=[N:73]1, predict the reactants needed to synthesize it. The reactants are: [CH:1]([O:14][C:15]([C:17]1([O:20]/[N:21]=[C:22](/[C:26]2[N:27]=[C:28]([NH:31][C:32]([O:34][C:35]([CH3:38])([CH3:37])[CH3:36])=[O:33])[S:29][CH:30]=2)\[C:23]([OH:25])=O)[CH2:19][CH2:18]1)=[O:16])([C:8]1[CH:13]=[CH:12][CH:11]=[CH:10][CH:9]=1)[C:2]1[CH:7]=[CH:6][CH:5]=[CH:4][CH:3]=1.CCN(C(C)C)C(C)C.CN(C(ON1N=NC2C=CC=NC1=2)=[N+](C)C)C.F[P-](F)(F)(F)(F)F.[N:72]1([CH2:77][C@H:78]2[NH:81][C:80](=[O:82])[C@H:79]2[NH2:83])[CH:76]=[N:75][CH:74]=[N:73]1. (4) Given the product [CH:32]1([C:29]2[O:28][C:27]([CH2:26][N:19]3[CH2:20][CH2:21][N:17]([C:12]4[CH:13]=[CH:14][CH:15]=[C:16]5[C:11]=4[CH:10]=[N:9][N:8]5[C:3]4[CH:4]=[CH:5][CH:6]=[CH:7][C:2]=4[F:1])[C:18]3=[O:22])=[N:31][N:30]=2)[CH2:34][CH2:33]1, predict the reactants needed to synthesize it. The reactants are: [F:1][C:2]1[CH:7]=[CH:6][CH:5]=[CH:4][C:3]=1[N:8]1[C:16]2[C:11](=[C:12]([N:17]3[CH2:21][CH2:20][NH:19][C:18]3=[O:22])[CH:13]=[CH:14][CH:15]=2)[CH:10]=[N:9]1.[H-].[Na+].Cl[CH2:26][C:27]1[O:28][C:29]([CH:32]2[CH2:34][CH2:33]2)=[N:30][N:31]=1. (5) Given the product [C:17]([NH:25][C:26]1[CH:38]=[C:37]([CH2:39][CH2:40][C:2]2[CH:3]=[CH:4][C:5]3[O:9][CH:8]=[CH:7][C:6]=3[CH:10]=2)[CH:36]=[CH:35][C:27]=1[C:28]([OH:30])=[O:29])(=[O:24])[C:18]1[CH:19]=[CH:20][CH:21]=[CH:22][CH:23]=1, predict the reactants needed to synthesize it. The reactants are: Br[C:2]1[CH:3]=[CH:4][C:5]2[O:9][CH:8]=[CH:7][C:6]=2[CH:10]=1.C(=O)([O-])[O-].[Cs+].[Cs+].[C:17]([NH:25][C:26]1[CH:38]=[C:37]([CH:39]=[CH2:40])[CH:36]=[CH:35][C:27]=1[C:28]([O:30]C(C)(C)C)=[O:29])(=[O:24])[C:18]1[CH:23]=[CH:22][CH:21]=[CH:20][CH:19]=1.C(O)(=O)CC(CC(O)=O)(C(O)=O)O. (6) The reactants are: [H-].[Na+].[C:3]([O:10][CH3:11])(=[O:9])[CH2:4][C:5]([O:7][CH3:8])=[O:6].Br[CH2:13][CH2:14][C:15]1[CH:20]=[CH:19][CH:18]=[CH:17][CH:16]=1. Given the product [C:15]1([CH2:14][CH2:13][C:4]([CH2:13][CH2:14][C:15]2[CH:20]=[CH:19][CH:18]=[CH:17][CH:16]=2)([C:3]([O:10][CH3:11])=[O:9])[C:5]([O:7][CH3:8])=[O:6])[CH:20]=[CH:19][CH:18]=[CH:17][CH:16]=1, predict the reactants needed to synthesize it.